From a dataset of Forward reaction prediction with 1.9M reactions from USPTO patents (1976-2016). Predict the product of the given reaction. (1) Given the reactants CO[C:3]([C:5]1[S:6][C:7]([CH2:15][O:16][Si:17]([C:30]([CH3:33])([CH3:32])[CH3:31])([C:24]2[CH:29]=[CH:28][CH:27]=[CH:26][CH:25]=2)[C:18]2[CH:23]=[CH:22][CH:21]=[CH:20][CH:19]=2)=[CH:8][C:9]=1[N:10]=[CH:11]N(C)C)=[O:4].[CH3:34][N:35]([CH3:46])[CH2:36][CH2:37][O:38][C:39]1[CH:44]=[CH:43][C:42]([NH2:45])=[CH:41][CH:40]=1, predict the reaction product. The product is: [Si:17]([O:16][CH2:15][C:7]1[S:6][C:5]2[C:3](=[O:4])[N:45]([C:42]3[CH:41]=[CH:40][C:39]([O:38][CH2:37][CH2:36][N:35]([CH3:46])[CH3:34])=[CH:44][CH:43]=3)[CH:11]=[N:10][C:9]=2[CH:8]=1)([C:30]([CH3:32])([CH3:33])[CH3:31])([C:18]1[CH:19]=[CH:20][CH:21]=[CH:22][CH:23]=1)[C:24]1[CH:29]=[CH:28][CH:27]=[CH:26][CH:25]=1. (2) Given the reactants [Si]([O:8][C@H:9]([C:43]1[CH:44]=[CH:45][C:46]([OH:54])=[C:47]([NH:49][S:50]([CH3:53])(=[O:52])=[O:51])[CH:48]=1)[CH2:10][NH:11][CH2:12][CH2:13][CH2:14][CH2:15][CH2:16][CH2:17][CH2:18][CH2:19][C:20]1[CH:25]=[CH:24][C:23]([OH:26])=[C:22]([C@@H:27]([C:37]2[CH:42]=[CH:41][CH:40]=[CH:39][CH:38]=2)[CH2:28][CH2:29][N:30]([CH:34]([CH3:36])[CH3:35])[CH:31]([CH3:33])[CH3:32])[CH:21]=1)(C(C)(C)C)(C)C.CCN(CC)CC.F.F.F, predict the reaction product. The product is: [NH3:11].[CH:34]([N:30]([CH:31]([CH3:33])[CH3:32])[CH2:29][CH2:28][C@@H:27]([C:22]1[CH:21]=[C:20]([CH2:19][CH2:18][CH2:17][CH2:16][CH2:15][CH2:14][CH2:13][CH2:12][NH:11][CH2:10][C@@H:9]([C:43]2[CH:44]=[CH:45][C:46]([OH:54])=[C:47]([NH:49][S:50]([CH3:53])(=[O:52])=[O:51])[CH:48]=2)[OH:8])[CH:25]=[CH:24][C:23]=1[OH:26])[C:37]1[CH:38]=[CH:39][CH:40]=[CH:41][CH:42]=1)([CH3:36])[CH3:35]. (3) Given the reactants [Cl:1][C:2]1[C:11]2[C:6](=[CH:7][C:8]([C:12]#[N:13])=[CH:9][CH:10]=2)[C:5]([NH:14][CH2:15][C:16]2[CH:21]=[CH:20][C:19]([O:22][CH3:23])=[C:18]([Cl:24])[CH:17]=2)=[N:4][N:3]=1.[CH3:25][O:26][C:27]1[CH:32]=[CH:31][C:30](OB(O)O)=[CH:29][CH:28]=1.C1(C)C=CC=CC=1.C(=O)([O-])[O-].[Na+].[Na+], predict the reaction product. The product is: [ClH:1].[Cl:24][C:18]1[CH:17]=[C:16]([CH:21]=[CH:20][C:19]=1[O:22][CH3:23])[CH2:15][NH:14][C:5]1[C:6]2[C:11](=[CH:10][CH:9]=[C:8]([C:12]#[N:13])[CH:7]=2)[C:2]([C:30]2[CH:31]=[CH:32][C:27]([O:26][CH3:25])=[CH:28][CH:29]=2)=[N:3][N:4]=1. (4) Given the reactants [O:1]=[S:2]1(=[O:15])[CH2:7][CH2:6][N:5]([CH2:8][C@H:9]([OH:14])[C:10]([F:13])([F:12])[F:11])[CH2:4][CH2:3]1.C(#N)C.[Cl:19][C:20]1[CH:25]=[CH:24][C:23]([N:26]=[C:27]=[O:28])=[CH:22][CH:21]=1.Cl, predict the reaction product. The product is: [ClH:19].[O:15]=[S:2]1(=[O:1])[CH2:3][CH2:4][N:5]([CH2:8][C@H:9]([O:14][C:27](=[O:28])[NH:26][C:23]2[CH:24]=[CH:25][C:20]([Cl:19])=[CH:21][CH:22]=2)[C:10]([F:13])([F:11])[F:12])[CH2:6][CH2:7]1. (5) Given the reactants C([O:8][C:9]1[CH:10]=[C:11]([CH:25]=[C:26]([O:28][CH:29]([CH3:31])[CH3:30])[CH:27]=1)[C:12]([NH:14][C:15]1[N:20]=[CH:19][C:18]([C:21]([O:23][CH3:24])=[O:22])=[CH:17][CH:16]=1)=[O:13])C1C=CC=CC=1.C(O)C, predict the reaction product. The product is: [OH:8][C:9]1[CH:10]=[C:11]([CH:25]=[C:26]([O:28][CH:29]([CH3:31])[CH3:30])[CH:27]=1)[C:12]([NH:14][C:15]1[N:20]=[CH:19][C:18]([C:21]([O:23][CH3:24])=[O:22])=[CH:17][CH:16]=1)=[O:13]. (6) Given the reactants [N:1]([CH2:4][C@@H:5]1[C@H:9]2[O:10][C:11]([CH3:14])([CH3:13])[O:12][C@H:8]2[C@H:7]([N:15]2[C:19]3[N:20]=[CH:21][N:22]=[C:23]([NH:24][CH2:25][C:26]4[CH:31]=[CH:30][C:29]([O:32][CH3:33])=[CH:28][C:27]=4[O:34][CH3:35])[C:18]=3[CH:17]=[CH:16]2)[CH2:6]1)=[N+]=[N-].C1COCC1.CP(C)C.O, predict the reaction product. The product is: [NH2:1][CH2:4][C@@H:5]1[C@H:9]2[O:10][C:11]([CH3:14])([CH3:13])[O:12][C@H:8]2[C@H:7]([N:15]2[C:19]3[N:20]=[CH:21][N:22]=[C:23]([NH:24][CH2:25][C:26]4[CH:31]=[CH:30][C:29]([O:32][CH3:33])=[CH:28][C:27]=4[O:34][CH3:35])[C:18]=3[CH:17]=[CH:16]2)[CH2:6]1.